From a dataset of Reaction yield outcomes from USPTO patents with 853,638 reactions. Predict the reaction yield, written as a fraction of the theoretical maximum amount of product (1.0 means a 100% yield; for example, 0.34 means a 34% yield). The reactants are Br[C:2]1[C:10]2[O:9][C:8]([C:11]3[CH:16]=[CH:15][C:14]([OH:17])=[C:13]([F:18])[CH:12]=3)=[N:7][C:6]=2[CH:5]=[C:4]([OH:19])[CH:3]=1.[CH2:20]([Sn](CCCC)(CCCC)C=C)[CH2:21]CC.C(OCCOCC)C. The catalyst is CC1C=CC=CC=1[P](C1C=CC=CC=1C)([Pd](Cl)(Cl)[P](C1=C(C)C=CC=C1)(C1C=CC=CC=1C)C1C=CC=CC=1C)C1C=CC=CC=1C. The product is [F:18][C:13]1[CH:12]=[C:11]([C:8]2[O:9][C:10]3[C:2]([CH:20]=[CH2:21])=[CH:3][C:4]([OH:19])=[CH:5][C:6]=3[N:7]=2)[CH:16]=[CH:15][C:14]=1[OH:17]. The yield is 0.720.